Task: Predict the reactants needed to synthesize the given product.. Dataset: Full USPTO retrosynthesis dataset with 1.9M reactions from patents (1976-2016) (1) Given the product [F:15][C:16]([F:27])([F:26])[C:17]1[CH:22]=[CH:21][CH:20]=[CH:19][C:18]=1[C:2]1[C:11]([CH:12]=[O:13])=[CH:10][C:9]2[C:4](=[C:5]([Cl:14])[CH:6]=[CH:7][CH:8]=2)[N:3]=1, predict the reactants needed to synthesize it. The reactants are: Cl[C:2]1[C:11]([CH:12]=[O:13])=[CH:10][C:9]2[C:4](=[C:5]([Cl:14])[CH:6]=[CH:7][CH:8]=2)[N:3]=1.[F:15][C:16]([F:27])([F:26])[C:17]1[CH:22]=[CH:21][CH:20]=[CH:19][C:18]=1B(O)O.C(=O)([O-])[O-].[Na+].[Na+]. (2) Given the product [NH2:48][C:13]([CH3:14])([CH2:12][N:5]1[CH:4]=[C:3]2[C:7]([CH:8]=[C:9]([Cl:11])[CH:10]=[C:2]2[Cl:1])=[N:6]1)[C:25]#[N:26].[Cl:60][C:51]1[C:50]2[C:55]([CH:54]=[C:53]([Cl:59])[CH:52]=1)=[N:56][N:48]([CH2:47][C:46](=[O:45])[CH3:61])[CH:49]=2, predict the reactants needed to synthesize it. The reactants are: [Cl:1][C:2]1[C:3]2[C:7]([CH:8]=[C:9]([Cl:11])[CH:10]=1)=[N:6][N:5]([CH2:12][C:13](=O)[CH3:14])[CH:4]=2.[Si](OC(C)[CH2:25][N:26]1C=C2C(C=C(Cl)C=C2Cl)=N1)(C(C)(C)C)(C)C.[Si]([O:45][CH:46]([CH3:61])[CH2:47][NH:48][CH2:49][C:50]1[C:55]([N+:56]([O-])=O)=[CH:54][C:53]([Cl:59])=[CH:52][C:51]=1[Cl:60])(C(C)(C)C)(C)C. (3) Given the product [BrH:23].[NH2:11][C@@H:12]([CH2:17][C:18]([F:21])([F:22])[CH2:19][CH3:20])[C:13]([O:15][CH3:16])=[O:14], predict the reactants needed to synthesize it. The reactants are: C(OC([NH:11][C@@H:12]([CH2:17][C:18]([F:22])([F:21])[CH2:19][CH3:20])[C:13]([O:15][CH3:16])=[O:14])=O)C1C=CC=CC=1.[BrH:23]. (4) Given the product [CH2:12]([N:6]1[CH:7]=[CH:8][CH:9]=[C:5]1[C:3]([O:2][CH3:1])=[O:4])[C:13]1[CH:18]=[CH:17][CH:16]=[CH:15][CH:14]=1, predict the reactants needed to synthesize it. The reactants are: [CH3:1][O:2][C:3]([C:5]1[NH:6][CH:7]=[CH:8][CH:9]=1)=[O:4].[H-].[Na+].[CH2:12](Br)[C:13]1[CH:18]=[CH:17][CH:16]=[CH:15][CH:14]=1.